From a dataset of Catalyst prediction with 721,799 reactions and 888 catalyst types from USPTO. Predict which catalyst facilitates the given reaction. (1) Reactant: [Cl:1][C:2]1[CH:10]=[CH:9][C:5]([C:6]([OH:8])=O)=[CH:4][N:3]=1.Cl.C(N=C=NCCCN(C)C)C.[Cl:23][C:24]1[C:25]([CH2:34][N:35]2[CH:39]=[CH:38][C:37]([NH2:40])=[N:36]2)=[N:26][CH:27]=[C:28]([C:30]([F:33])([F:32])[F:31])[CH:29]=1. Product: [Cl:1][C:2]1[CH:10]=[CH:9][C:5]([C:6]([NH:40][C:37]2[CH:38]=[CH:39][N:35]([CH2:34][C:25]3[C:24]([Cl:23])=[CH:29][C:28]([C:30]([F:33])([F:32])[F:31])=[CH:27][N:26]=3)[N:36]=2)=[O:8])=[CH:4][N:3]=1. The catalyst class is: 12. (2) Reactant: [CH3:1][C:2]1[CH:3]=[CH:4][C:5]([C:21]([NH:23][C:24]2[CH:25]=[C:26]([C:36]([F:39])([F:38])[F:37])[CH:27]=[C:28]([N:30]3[CH:34]=[N:33][C:32]([CH3:35])=[CH:31]3)[CH:29]=2)=[O:22])=[CH:6][C:7]=1[NH:8][C:9]1[N:10]=[CH:11][CH:12]=[C:13]([C:15]2[CH:16]=[CH:17][CH:18]=[N:19][CH:20]=2)[N:14]=1.[BrH:40]. Product: [CH3:1][C:2]1[CH:3]=[CH:4][C:5]([C:21]([NH:23][C:24]2[CH:25]=[C:26]([C:36]([F:38])([F:39])[F:37])[CH:27]=[C:28]([N:30]3[CH:34]=[N:33][C:32]([CH3:35])=[CH:31]3)[CH:29]=2)=[O:22])=[CH:6][C:7]=1[NH:8][C:9]1[N:10]=[CH:11][CH:12]=[C:13]([C:15]2[CH:16]=[CH:17][CH:18]=[N:19][CH:20]=2)[N:14]=1.[BrH:40]. The catalyst class is: 60.